This data is from Forward reaction prediction with 1.9M reactions from USPTO patents (1976-2016). The task is: Predict the product of the given reaction. (1) Given the reactants [CH:1]([C:4]1[NH:8][N:7]=[C:6]([CH2:9][C:10]([O:12]C)=O)[N:5]=1)([CH3:3])[CH3:2].[CH2:14]([C@@H:21]1[NH:26][CH2:25][CH2:24][N:23]([C:27]2[CH:35]=[C:34]3[C:30]([C:31]([CH2:40][CH3:41])=[N:32][N:33]3[CH:36]3[CH2:39][CH2:38][CH2:37]3)=[CH:29][CH:28]=2)[CH2:22]1)[C:15]1[CH:20]=[CH:19][CH:18]=[CH:17][CH:16]=1, predict the reaction product. The product is: [CH2:14]([C@H:21]1[CH2:22][N:23]([C:27]2[CH:35]=[C:34]3[C:30]([C:31]([CH2:40][CH3:41])=[N:32][N:33]3[CH:36]3[CH2:37][CH2:38][CH2:39]3)=[CH:29][CH:28]=2)[CH2:24][CH2:25][N:26]1[C:10](=[O:12])[CH2:9][C:6]1[NH:5][C:4]([CH:1]([CH3:2])[CH3:3])=[N:8][N:7]=1)[C:15]1[CH:16]=[CH:17][CH:18]=[CH:19][CH:20]=1. (2) Given the reactants Cl[C:2]1[CH:11]=[C:10]([C:12]2[CH:13]=[N:14][CH:15]=[N:16][CH:17]=2)[C:9]2[CH2:8][CH2:7][CH2:6][CH2:5][C:4]=2[N:3]=1.[OH:18][CH2:19][C:20]1[CH:27]=[CH:26][C:23]([C:24]#[N:25])=[CH:22][CH:21]=1.O(C(C)(C)C)[Na], predict the reaction product. The product is: [N:14]1[CH:13]=[C:12]([C:10]2[C:9]3[CH2:8][CH2:7][CH2:6][CH2:5][C:4]=3[N:3]=[C:2]([O:18][CH2:19][C:20]3[CH:27]=[CH:26][C:23]([C:24]#[N:25])=[CH:22][CH:21]=3)[CH:11]=2)[CH:17]=[N:16][CH:15]=1. (3) The product is: [CH3:1][N:2]1[C:11]([C:13]2[CH:18]=[CH:17][CH:16]=[CH:15][CH:14]=2)=[CH:10][N:4]=[C:3]1[NH2:8]. Given the reactants [CH3:1][NH:2][C:3]1[N:8]=CC=C[N:4]=1.Br[CH2:10][C:11]([C:13]1[CH:18]=[CH:17][CH:16]=[CH:15][CH:14]=1)=O.O.NN.O, predict the reaction product. (4) The product is: [C:1]([O:5][C:6](=[O:28])[CH2:7][CH2:8][CH2:9][CH2:10][CH2:11][CH2:12][CH2:13][CH2:14][CH2:15][CH2:16][CH2:17][CH2:18][CH2:19][CH2:20][CH2:21][CH2:22][CH2:23][CH2:24][CH2:25][OH:26])([CH3:4])([CH3:2])[CH3:3]. Given the reactants [C:1]([O:5][C:6](=[O:28])[CH2:7][CH2:8][CH2:9][CH2:10][CH2:11][CH2:12][CH2:13][CH2:14][CH2:15][CH2:16][CH2:17][CH2:18][CH2:19][CH2:20][CH2:21][CH2:22][CH2:23][CH2:24][C:25](O)=[O:26])([CH3:4])([CH3:3])[CH3:2], predict the reaction product. (5) Given the reactants O=P(Cl)(Cl)Cl.[Cl:6][C:7]1[CH:12]=[C:11]([Cl:13])[CH:10]=[CH:9][C:8]=1[C:14]1[N:15]2[N:22]=[C:21]([CH3:23])[CH:20]=[C:16]2[O:17][C:18]=1[CH3:19].CN([CH:27]=[O:28])C, predict the reaction product. The product is: [Cl:6][C:7]1[CH:12]=[C:11]([Cl:13])[CH:10]=[CH:9][C:8]=1[C:14]1[N:15]2[N:22]=[C:21]([CH3:23])[C:20]([CH:27]=[O:28])=[C:16]2[O:17][C:18]=1[CH3:19]. (6) Given the reactants [F:1][C:2]1([F:19])[CH2:5][C:4]([CH2:17][OH:18])([C:6]2[CH:11]=[CH:10][CH:9]=[C:8]([O:12][C:13]([F:16])([F:15])[F:14])[CH:7]=2)[CH2:3]1.C(=O)(O)[O-].[Na+].CC(OI1(OC(C)=O)(OC(C)=O)OC(=O)C2C=CC=CC1=2)=O, predict the reaction product. The product is: [F:1][C:2]1([F:19])[CH2:3][C:4]([C:6]2[CH:11]=[CH:10][CH:9]=[C:8]([O:12][C:13]([F:14])([F:15])[F:16])[CH:7]=2)([CH:17]=[O:18])[CH2:5]1.